Dataset: Full USPTO retrosynthesis dataset with 1.9M reactions from patents (1976-2016). Task: Predict the reactants needed to synthesize the given product. Given the product [CH3:1][C:2]1[CH:6]=[CH:5][NH:4][C:3]=1[C:7]([NH:16][C:17]1[CH:22]=[CH:21][CH:20]=[CH:19][C:18]=1[CH3:23])=[O:9], predict the reactants needed to synthesize it. The reactants are: [CH3:1][C:2]1[CH:6]=[CH:5][NH:4][C:3]=1[C:7]([OH:9])=O.C(Cl)(=O)C(Cl)=O.[NH2:16][C:17]1[C:18]([CH3:23])=[CH:19][CH:20]=[CH:21][CH:22]=1.